Dataset: Peptide-MHC class I binding affinity with 185,985 pairs from IEDB/IMGT. Task: Regression. Given a peptide amino acid sequence and an MHC pseudo amino acid sequence, predict their binding affinity value. This is MHC class I binding data. (1) The peptide sequence is CTNFKTQLV. The MHC is HLA-A26:01 with pseudo-sequence HLA-A26:01. The binding affinity (normalized) is 0.123. (2) The peptide sequence is VGIPTHRHL. The MHC is HLA-A23:01 with pseudo-sequence HLA-A23:01. The binding affinity (normalized) is 0.118. (3) The peptide sequence is VSDFRKEFY. The MHC is HLA-A02:12 with pseudo-sequence HLA-A02:12. The binding affinity (normalized) is 0.0847. (4) The peptide sequence is GLAEKPNDY. The MHC is HLA-A30:01 with pseudo-sequence HLA-A30:01. The binding affinity (normalized) is 0.0847. (5) The peptide sequence is ETIGEAFEW. The MHC is Mamu-B52 with pseudo-sequence Mamu-B52. The binding affinity (normalized) is 0.877.